Dataset: Full USPTO retrosynthesis dataset with 1.9M reactions from patents (1976-2016). Task: Predict the reactants needed to synthesize the given product. (1) Given the product [F:1][C:2]1[CH:9]=[CH:8][C:5]([CH2:6][NH:7][C:15]2[CH:16]=[N:17][CH:18]=[CH:19][C:11]=2[C:12]([OH:14])=[O:13])=[CH:4][CH:3]=1, predict the reactants needed to synthesize it. The reactants are: [F:1][C:2]1[CH:9]=[CH:8][C:5]([CH2:6][NH2:7])=[CH:4][CH:3]=1.F[C:11]1([CH:19]=[CH:18][N:17]=[CH:16][CH2:15]1)[C:12]([OH:14])=[O:13]. (2) Given the product [ClH:1].[ClH:1].[CH2:2]([O:9][C:10]1[C:11]([NH:17][C:18]2[S:19][CH:20]=[C:21]([CH3:23])[N:22]=2)=[N:12][CH:13]=[C:14]([S:37][C:32]2[CH:33]=[CH:34][CH:35]=[CH:36][N:31]=2)[CH:15]=1)[C:3]1[CH:8]=[CH:7][CH:6]=[CH:5][CH:4]=1, predict the reactants needed to synthesize it. The reactants are: [ClH:1].[CH2:2]([O:9][C:10]1[C:11]([NH:17][C:18]2[S:19][CH:20]=[C:21]([CH3:23])[N:22]=2)=[N:12][CH:13]=[C:14](Br)[CH:15]=1)[C:3]1[CH:8]=[CH:7][CH:6]=[CH:5][CH:4]=1.[Li]C.C([Li])CCC.[N:31]1[CH:36]=[CH:35][CH:34]=[CH:33][C:32]=1[S:37][S:37][C:32]1[CH:33]=[CH:34][CH:35]=[CH:36][N:31]=1. (3) Given the product [CH3:17][N:18]1[CH2:23][C@H:22]2[CH2:24][C@@H:19]1[CH2:20][NH:21]2.[Br:25][C:26]1[CH:27]=[CH:28][C:29]2[O:33][C:32]3[C:34](=[O:35])[NH:36][C:38]([CH2:39][N:40]4[CH2:45][C@H:44]5[CH2:46][C@@H:41]4[CH2:42][N:43]5[CH3:47])=[N:37][C:31]=3[C:30]=2[CH:49]=1, predict the reactants needed to synthesize it. The reactants are: ClCCC(Cl)=O.ClCC(Cl)=O.N1CCCC1.[CH3:17][N:18]1[CH2:23][C@H:22]2[CH2:24][C@@H:19]1[CH2:20][NH:21]2.[Br:25][C:26]1[CH:27]=[CH:28][C:29]2[O:33][C:32]([C:34]([NH2:36])=[O:35])=[C:31]([NH:37][C:38](=O)[CH2:39][N:40]3[CH2:45][C@H:44]4[CH2:46][C@@H:41]3[CH2:42][N:43]4[CH3:47])[C:30]=2[CH:49]=1.[OH-].[Na+].